Predict the reaction yield, written as a fraction of the theoretical maximum amount of product (1.0 means a 100% yield; for example, 0.34 means a 34% yield). From a dataset of Reaction yield outcomes from USPTO patents with 853,638 reactions. (1) The reactants are [ClH:1].Cl.[CH:3]1([CH2:6][NH:7][NH2:8])[CH2:5][CH2:4]1.[CH3:9][C:10]([CH3:17])([CH3:16])[C:11](=O)[CH2:12][C:13]#[N:14]. The catalyst is C(O)C. The product is [ClH:1].[C:10]([C:11]1[CH:12]=[C:13]([NH2:14])[N:7]([CH2:6][CH:3]2[CH2:5][CH2:4]2)[N:8]=1)([CH3:17])([CH3:16])[CH3:9]. The yield is 0.900. (2) The reactants are [C:1]1([CH3:11])[CH:6]=[CH:5][C:4]([S:7](Cl)(=[O:9])=[O:8])=[CH:3][CH:2]=1.C(N(CC)CC)C.CN(C1C=CC=CN=1)C.[C:28]([N:35]1[CH2:40][CH2:39][CH:38]([OH:41])[CH2:37][CH2:36]1)([O:30][C:31]([CH3:34])([CH3:33])[CH3:32])=[O:29].OP(O)(O)=O. The catalyst is C(Cl)Cl.CN(C)C=O. The product is [C:31]([O:30][C:28]([N:35]1[CH2:40][CH2:39][CH:38]([O:41][S:7]([C:4]2[CH:5]=[CH:6][C:1]([CH3:11])=[CH:2][CH:3]=2)(=[O:9])=[O:8])[CH2:37][CH2:36]1)=[O:29])([CH3:34])([CH3:33])[CH3:32]. The yield is 0.780. (3) The product is [CH3:1][C:2]1[N:3]=[C:4]([C:8]2[CH:9]=[CH:10][C:11]([N:14]([CH2:34][CH2:35][CH3:36])[CH2:15][CH2:16][CH2:17][O:18][C:19]3[CH:20]=[C:21]4[C:25](=[CH:26][CH:27]=3)[C@H:24]([CH2:28][C:29]([OH:31])=[O:30])[CH2:23][CH2:22]4)=[N:12][CH:13]=2)[S:5][C:6]=1[CH3:7]. The reactants are [CH3:1][C:2]1[N:3]=[C:4]([C:8]2[CH:9]=[CH:10][C:11]([N:14]([CH2:34][CH2:35][CH3:36])[CH2:15][CH2:16][CH2:17][O:18][C:19]3[CH:20]=[C:21]4[C:25](=[CH:26][CH:27]=3)[C@H:24]([CH2:28][C:29]([O:31]CC)=[O:30])[CH2:23][CH2:22]4)=[N:12][CH:13]=2)[S:5][C:6]=1[CH3:7].CO.O.[Li+].[OH-]. The yield is 0.860. The catalyst is C1COCC1. (4) The reactants are [CH:1]1([Mg]Br)[CH2:3][CH2:2]1.Br[C:7]1[C:16]2[C:11](=[CH:12][CH:13]=[CH:14][CH:15]=2)[CH:10]=[CH:9][CH:8]=1. The catalyst is O1CCCC1.Cl[Ni]1(Cl)[P](C2C=CC=CC=2)(C2C=CC=CC=2)CCC[P]1(C1C=CC=CC=1)C1C=CC=CC=1. The product is [CH:1]1([C:15]2[C:16]3[C:11](=[CH:10][CH:9]=[CH:8][CH:7]=3)[CH:12]=[CH:13][CH:14]=2)[CH2:3][CH2:2]1. The yield is 0.760. (5) The product is [C:19]([O:14][CH2:13][CH2:12][CH2:11][CH2:10][CH2:9][CH2:8][O:7][C:6]1[CH:15]=[CH:16][C:3]([CH:1]=[O:2])=[CH:4][C:5]=1[O:17][CH3:18])(=[O:21])[CH3:20]. The yield is 0.990. The reactants are [CH:1]([C:3]1[CH:16]=[CH:15][C:6]([O:7][CH2:8][CH2:9][CH2:10][CH2:11][CH2:12][CH2:13][OH:14])=[C:5]([O:17][CH3:18])[CH:4]=1)=[O:2].[C:19](OC(=O)C)(=[O:21])[CH3:20]. The catalyst is N1C=CC=CC=1. (6) The reactants are [CH:1]1([C:7]2[C:15]3[C:10](=[CH:11][C:12]([C:16]([O:18][CH3:19])=[O:17])=[CH:13][CH:14]=3)[NH:9][C:8]=2[C:20]2[CH:25]=[CH:24][C:23]([O:26][CH3:27])=[CH:22][C:21]=2[CH2:28][O:29][Si:30]([CH:37]([CH3:39])[CH3:38])([CH:34]([CH3:36])[CH3:35])[CH:31]([CH3:33])[CH3:32])[CH2:6][CH2:5][CH2:4][CH2:3][CH2:2]1.[H-].[Na+].[CH2:42](Br)[CH:43]=[CH2:44]. The catalyst is CN(C=O)C. The product is [CH2:44]([N:9]1[C:10]2[C:15](=[CH:14][CH:13]=[C:12]([C:16]([O:18][CH3:19])=[O:17])[CH:11]=2)[C:7]([CH:1]2[CH2:6][CH2:5][CH2:4][CH2:3][CH2:2]2)=[C:8]1[C:20]1[CH:25]=[CH:24][C:23]([O:26][CH3:27])=[CH:22][C:21]=1[CH2:28][O:29][Si:30]([CH:31]([CH3:32])[CH3:33])([CH:37]([CH3:39])[CH3:38])[CH:34]([CH3:36])[CH3:35])[CH:43]=[CH2:42]. The yield is 0.840. (7) The reactants are [CH:1]1([C:4]([NH:6][C:7]2[N:8]=[C:9]3[CH:14]=[CH:13][C:12]([S:15][C:16]4[CH:24]=[CH:23][CH:22]=[CH:21][C:17]=4[C:18](O)=[O:19])=[N:11][N:10]3[CH:25]=2)=[O:5])[CH2:3][CH2:2]1.[F:26][C:27]([F:36])([F:35])[C:28]1[CH:29]=[C:30]([CH:32]=[CH:33][CH:34]=1)[NH2:31].F[P-](F)(F)(F)(F)F.N1(OC(N(C)C)=[N+](C)C)C2N=CC=CC=2N=N1.C(N(CC)C(C)C)(C)C. The catalyst is CN(C)C=O. The product is [CH:1]1([C:4]([NH:6][C:7]2[N:8]=[C:9]3[CH:14]=[CH:13][C:12]([S:15][C:16]4[CH:24]=[CH:23][CH:22]=[CH:21][C:17]=4[C:18]([NH:31][C:30]4[CH:32]=[CH:33][CH:34]=[C:28]([C:27]([F:26])([F:35])[F:36])[CH:29]=4)=[O:19])=[N:11][N:10]3[CH:25]=2)=[O:5])[CH2:2][CH2:3]1. The yield is 0.990. (8) The reactants are II.[C:3]([O:8][C@@H:9]1[C@@H:17]([CH2:18][CH2:19]I)[C:16](=[O:21])[O:15][CH2:14][C@H:13]([NH:22][C:23]([O:25][C:26]([CH3:29])([CH3:28])[CH3:27])=[O:24])[C:12](=[O:30])[O:11][C@H:10]1[CH3:31])(=[O:7])[CH:4]([CH3:6])[CH3:5].F[C:33]1[CH:38]=[CH:37][C:36](I)=[CH:35][CH:34]=1. The catalyst is CN(C=O)C.CCOC(C)=O.[Zn].CC1C=CC=CC=1[P](C1C=CC=CC=1C)([Pd](Cl)(Cl)[P](C1=C(C)C=CC=C1)(C1C=CC=CC=1C)C1C=CC=CC=1C)C1C=CC=CC=1C. The product is [C:3]([O:8][C@@H:9]1[C@@H:17]([CH2:18][CH2:19][C:33]2[CH:38]=[CH:37][CH:36]=[CH:35][CH:34]=2)[C:16](=[O:21])[O:15][CH2:14][C@H:13]([NH:22][C:23]([O:25][C:26]([CH3:29])([CH3:28])[CH3:27])=[O:24])[C:12](=[O:30])[O:11][C@H:10]1[CH3:31])(=[O:7])[CH:4]([CH3:6])[CH3:5]. The yield is 0.510. (9) The reactants are ClCCl.[F:4][C:5]1[C:15]([N:16]2[C:20](=[O:21])[N:19]([CH3:22])[C:18]([CH3:23])=[N:17]2)=[CH:14][C:8]2[N:9]=[C:10]([S:12][CH3:13])[S:11][C:7]=2[CH:6]=1.ClC1C=C(C=CC=1)C(OO)=[O:29]. The catalyst is O. The product is [F:4][C:5]1[C:15]([N:16]2[C:20](=[O:21])[N:19]([CH3:22])[C:18]([CH3:23])=[N:17]2)=[CH:14][C:8]2[N:9]=[C:10]([S:12]([CH3:13])=[O:29])[S:11][C:7]=2[CH:6]=1. The yield is 0.930.